From a dataset of Reaction yield outcomes from USPTO patents with 853,638 reactions. Predict the reaction yield, written as a fraction of the theoretical maximum amount of product (1.0 means a 100% yield; for example, 0.34 means a 34% yield). The product is [Cl:1][C:2]1[CH:3]=[C:4](/[CH:8]=[CH:9]/[C:10]([N:12]2[CH2:18][CH2:17][C:16](=[O:19])[N:15]([CH2:23][CH:24]([O:28][CH2:29][CH3:30])[O:25][CH2:26][CH3:27])[CH2:14][CH2:13]2)=[O:11])[CH:5]=[CH:6][CH:7]=1. The yield is 0.260. The catalyst is CC(N(C)C)=O. The reactants are [Cl:1][C:2]1[CH:3]=[C:4](/[CH:8]=[CH:9]/[C:10]([N:12]2[CH2:18][CH2:17][C:16](=[O:19])[NH:15][CH2:14][CH2:13]2)=[O:11])[CH:5]=[CH:6][CH:7]=1.[H-].[Na+].Br[CH2:23][CH:24]([O:28][CH2:29][CH3:30])[O:25][CH2:26][CH3:27].C([O-])(O)=O.[Na+].